This data is from Forward reaction prediction with 1.9M reactions from USPTO patents (1976-2016). The task is: Predict the product of the given reaction. (1) Given the reactants [CH:1]1([NH:7][C:8]2[N:13]=[CH:12][N:11]=[C:10]([C:14]([OH:16])=O)[CH:9]=2)[CH2:6][CH2:5][CH2:4][CH2:3][CH2:2]1.[NH2:17][C:18]1[CH:23]=[CH:22][C:21]([OH:24])=[CH:20][CH:19]=1, predict the reaction product. The product is: [CH:1]1([NH:7][C:8]2[N:13]=[CH:12][N:11]=[C:10]([C:14]([NH:17][C:18]3[CH:23]=[CH:22][C:21]([OH:24])=[CH:20][CH:19]=3)=[O:16])[CH:9]=2)[CH2:2][CH2:3][CH2:4][CH2:5][CH2:6]1. (2) Given the reactants [CH2:1]([C:3]1[C:8]([CH:9]=O)=[CH:7][CH:6]=[CH:5][C:4]=1[C:11]1[S:15][C:14]([C:16]2[CH:17]=[CH:18][C:19]([CH2:24][CH:25]([CH3:27])[CH3:26])=[C:20]([CH:23]=2)[C:21]#[N:22])=[N:13][N:12]=1)[CH3:2].[NH:28]1[CH2:32][CH2:31][CH:30]([C:33]([OH:35])=[O:34])[CH2:29]1.CC(O)=O.C(O[BH-](OC(=O)C)OC(=O)C)(=O)C.[Na+], predict the reaction product. The product is: [C:21]([C:20]1[CH:23]=[C:16]([C:14]2[S:15][C:11]([C:4]3[C:3]([CH2:1][CH3:2])=[C:8]([CH2:9][N:28]4[CH2:32][CH2:31][CH:30]([C:33]([OH:35])=[O:34])[CH2:29]4)[CH:7]=[CH:6][CH:5]=3)=[N:12][N:13]=2)[CH:17]=[CH:18][C:19]=1[CH2:24][CH:25]([CH3:27])[CH3:26])#[N:22]. (3) Given the reactants [CH2:1]([NH:3][C:4](=[O:29])[NH:5][C:6]1[CH:27]=[CH:26][C:9]([O:10][C:11]2[C:20]3[C:15](=[CH:16][C:17]([O:24][CH3:25])=[C:18]([C:21](O)=[O:22])[CH:19]=3)[N:14]=[CH:13][CH:12]=2)=[CH:8][C:7]=1[F:28])[CH3:2].[O:30]([NH2:32])[CH3:31].F[P-](F)(F)(F)(F)F.N1(O[P+](N(C)C)(N(C)C)N(C)C)C2C=CC=CC=2N=N1, predict the reaction product. The product is: [CH3:31][O:30][NH:32][C:21]([C:18]1[CH:19]=[C:20]2[C:15](=[CH:16][C:17]=1[O:24][CH3:25])[N:14]=[CH:13][CH:12]=[C:11]2[O:10][C:9]1[CH:26]=[CH:27][C:6]([NH:5][C:4]([NH:3][CH2:1][CH3:2])=[O:29])=[C:7]([F:28])[CH:8]=1)=[O:22]. (4) Given the reactants [F:1][C:2]([F:27])([F:26])[C:3]1[CH:4]=[CH:5][C:6]([O:9][C:10]2[CH:15]=[CH:14][C:13]([O:16][C:17]([N:19]3[CH2:24][CH2:23][CH:22]([OH:25])[CH2:21][CH2:20]3)=[O:18])=[CH:12][CH:11]=2)=[N:7][CH:8]=1.[CH2:28]([O:30][C:31](=[O:39])[C:32]1[CH:37]=[CH:36][CH:35]=[C:34](O)[CH:33]=1)[CH3:29], predict the reaction product. The product is: [F:27][C:2]([F:1])([F:26])[C:3]1[CH:4]=[CH:5][C:6]([O:9][C:10]2[CH:11]=[CH:12][C:13]([O:16][C:17]([N:19]3[CH2:20][CH2:21][CH:22]([O:25][C:36]4[CH:35]=[CH:34][CH:33]=[C:32]([C:31]([O:30][CH2:28][CH3:29])=[O:39])[CH:37]=4)[CH2:23][CH2:24]3)=[O:18])=[CH:14][CH:15]=2)=[N:7][CH:8]=1. (5) Given the reactants ClC1C=C2N[C:9](=[O:39])[C:10]3([CH:15]([C:16]4[CH:21]=[C:20]([Cl:22])[CH:19]=[CH:18][C:17]=4[O:23][C:24]([C:27]([OH:29])=O)([CH3:26])[CH3:25])[CH2:14][C:13](=[O:30])[NH:12][CH:11]3[C:31]3[CH:36]=[C:35]([F:37])[CH:34]=[CH:33][C:32]=3[CH3:38])C2=CC=1.CCN=C=NCCCN(C)C.[ClH:51].[CH:52]1[CH:53]=[CH:54][C:55]2N(O)N=[N:58][C:56]=2[CH:57]=1.CCN(C(C)C)C(C)C.Cl.[NH2:72][OH:73], predict the reaction product. The product is: [Cl:51][C:52]1[CH:57]=[C:56]2[NH:58][C:9](=[O:39])[C:10]3([CH:15]([C:16]4[CH:21]=[C:20]([Cl:22])[CH:19]=[CH:18][C:17]=4[O:23][C:24]([C:27](=[O:29])[NH:72][OH:73])([CH3:25])[CH3:26])[CH2:14][C:13](=[O:30])[NH:12][CH:11]3[C:31]3[CH:36]=[C:35]([F:37])[CH:34]=[CH:33][C:32]=3[CH3:38])[C:55]2=[CH:54][CH:53]=1. (6) Given the reactants CC([N:5]([C:9]1[CH:14]=[C:13]([Cl:15])[CH:12]=[C:11]([C:16]#[C:17]C(O)(C)C)[C:10]=1[CH3:22])[C:6](=[O:8])[O-:7])(C)C.C(=O)([O-])[O-].[K+].[K+].C1OCCOCCOCCOCCOCCOC1.[C:47]1([CH3:53])[CH:52]=CC=C[CH:48]=1, predict the reaction product. The product is: [Cl:15][C:13]1[CH:12]=[C:11]([C:16]#[CH:17])[C:10]([CH3:22])=[C:9]([NH:5][C:6](=[O:8])[O:7][C:47]([CH3:53])([CH3:52])[CH3:48])[CH:14]=1.